From a dataset of Catalyst prediction with 721,799 reactions and 888 catalyst types from USPTO. Predict which catalyst facilitates the given reaction. (1) Reactant: [F:1][C:2]([F:15])([F:14])[C:3]1[N:8]=[N:7][C:6]([C:9]([O:11]CC)=[O:10])=[CH:5][CH:4]=1.[OH-].[Na+].Cl. Product: [F:15][C:2]([F:1])([F:14])[C:3]1[N:8]=[N:7][C:6]([C:9]([OH:11])=[O:10])=[CH:5][CH:4]=1. The catalyst class is: 8. (2) Reactant: C(N(C(C)C)C(C)C)C.Br[C:11]([F:23])([CH:17]1[CH2:21][CH2:20][C:19](=[O:22])[CH2:18]1)[C:12]([O:14][CH2:15][CH3:16])=[O:13].Cl.O. Product: [F:23][C:11]1([C:12]([O:14][CH2:15][CH3:16])=[O:13])[CH:18]2[CH:17]1[CH2:21][CH2:20][C:19]2=[O:22]. The catalyst class is: 31. (3) Reactant: [BH4-].[Na+].[C:3]([O:7][C:8]([C:10]1[CH:15]=[CH:14][C:13]([CH:16]([C:21](OC)=[O:22])[C:17](OC)=[O:18])=[CH:12][CH:11]=1)=[O:9])([CH3:6])([CH3:5])[CH3:4].C1COCC1. Product: [OH:18][CH2:17][CH:16]([C:13]1[CH:14]=[CH:15][C:10]([C:8]([O:7][C:3]([CH3:4])([CH3:6])[CH3:5])=[O:9])=[CH:11][CH:12]=1)[CH2:21][OH:22]. The catalyst class is: 5. (4) The catalyst class is: 81. Reactant: [CH3:1][C@@H:2]([NH:13][CH2:14][CH2:15][CH2:16][C:17]1[CH:18]=[CH:19][CH:20]=[C:21]([C:23]([F:26])([F:25])[F:24])[CH:22]=1)[C:3]1[CH:4]=[CH:5][CH:6]=[C:7]2[CH:12]=[CH:11][CH:10]=[CH:9][C:8]=12.[ClH:27]. Product: [CH3:1][C@@H:2]([NH:13][CH2:14][CH2:15][CH2:16][C:17]1[CH:18]=[CH:19][CH:20]=[C:21]([C:23]([F:24])([F:25])[F:26])[CH:22]=1)[C:3]1[CH:4]=[CH:5][CH:6]=[C:7]2[CH:12]=[CH:11][CH:10]=[CH:9][C:8]=12.[ClH:27]. (5) Reactant: [F:1][C:2]1[CH:10]=[CH:9][CH:8]=[C:7]2[C:3]=1[C:4]([C:11]1[CH2:16][CH2:15][CH:14]([C:17]([O:19][C:20]([CH3:23])([CH3:22])[CH3:21])=[O:18])[CH2:13][CH:12]=1)=[CH:5][NH:6]2.CN(C=O)C.[H-].[Na+].[Cl:31][C:32]1[CH:40]=[CH:39][CH:38]=[C:37]([C:41]([F:44])([F:43])[F:42])[C:33]=1[C:34](Cl)=[O:35]. Product: [Cl:31][C:32]1[CH:40]=[CH:39][CH:38]=[C:37]([C:41]([F:42])([F:43])[F:44])[C:33]=1[C:34]([N:6]1[C:7]2[C:3](=[C:2]([F:1])[CH:10]=[CH:9][CH:8]=2)[C:4]([C:11]2[CH2:16][CH2:15][CH:14]([C:17]([O:19][C:20]([CH3:23])([CH3:22])[CH3:21])=[O:18])[CH2:13][CH:12]=2)=[CH:5]1)=[O:35]. The catalyst class is: 13. (6) Reactant: Cl.[Cl:2][C:3]1[CH:8]=[CH:7][C:6]([C:9]([N:11]2[CH2:15][CH:14]([N:16]3[CH2:21][CH2:20][NH:19][CH2:18][CH2:17]3)[CH:13]([OH:22])[CH2:12]2)=[O:10])=[CH:5][CH:4]=1.[BH3-]C#N.[Na+].CC([O-])=O.[Na+].[Cl:32][C:33]1[CH:40]=[CH:39][C:36]([CH:37]=O)=[CH:35][CH:34]=1. Product: [Cl:32][C:33]1[CH:40]=[CH:39][C:36]([CH2:37][N:19]2[CH2:20][CH2:21][N:16]([CH:14]3[CH:13]([OH:22])[CH2:12][N:11]([C:9]([C:6]4[CH:7]=[CH:8][C:3]([Cl:2])=[CH:4][CH:5]=4)=[O:10])[CH2:15]3)[CH2:17][CH2:18]2)=[CH:35][CH:34]=1. The catalyst class is: 5.